From a dataset of Peptide-MHC class I binding affinity with 185,985 pairs from IEDB/IMGT. Regression. Given a peptide amino acid sequence and an MHC pseudo amino acid sequence, predict their binding affinity value. This is MHC class I binding data. The peptide sequence is YTFEPHYFY. The MHC is HLA-B39:01 with pseudo-sequence HLA-B39:01. The binding affinity (normalized) is 0.0847.